This data is from Reaction yield outcomes from USPTO patents with 853,638 reactions. The task is: Predict the reaction yield, written as a fraction of the theoretical maximum amount of product (1.0 means a 100% yield; for example, 0.34 means a 34% yield). (1) The reactants are [Cl:1][C:2]1[C:7]([OH:8])=[CH:6][CH:5]=[CH:4][N:3]=1.[C:9]([O-])(O)=[O:10].[Na+].C=O.Cl. The catalyst is O. The product is [Cl:1][C:2]1[C:7]([OH:8])=[CH:6][CH:5]=[C:4]([CH2:9][OH:10])[N:3]=1. The yield is 0.810. (2) The reactants are [F:1][C:2]([F:26])([F:25])[C:3]1[CH:4]=[C:5]([CH:22]=[CH:23][CH:24]=1)[CH2:6][NH:7][C:8]1[C:17]2[C:12](=[C:13]([C:18]([O:20]C)=[O:19])[CH:14]=[CH:15][CH:16]=2)[N:11]=[CH:10][N:9]=1.[OH-].[Na+]. The catalyst is CO. The product is [F:26][C:2]([F:1])([F:25])[C:3]1[CH:4]=[C:5]([CH:22]=[CH:23][CH:24]=1)[CH2:6][NH:7][C:8]1[C:17]2[C:12](=[C:13]([C:18]([OH:20])=[O:19])[CH:14]=[CH:15][CH:16]=2)[N:11]=[CH:10][N:9]=1. The yield is 0.890. (3) The reactants are [C:1]1([C:7]2([CH:13]=[O:14])[CH2:12][CH2:11][CH2:10][CH2:9][CH2:8]2)[CH:6]=[CH:5][CH:4]=[CH:3][CH:2]=1.[BH4-].[Na+]. The catalyst is CO. The product is [C:1]1([C:7]2([CH2:13][OH:14])[CH2:12][CH2:11][CH2:10][CH2:9][CH2:8]2)[CH:6]=[CH:5][CH:4]=[CH:3][CH:2]=1. The yield is 0.917. (4) The reactants are C([O:8][C:9]1[CH:10]=[C:11]([C:23]2([C:26]#[N:27])[CH2:25][CH2:24]2)[CH:12]=[CH:13][C:14]=1[O:15]CC1C=CC=CC=1)C1C=CC=CC=1. The product is [OH:8][C:9]1[CH:10]=[C:11]([C:23]2([C:26]#[N:27])[CH2:24][CH2:25]2)[CH:12]=[CH:13][C:14]=1[OH:15]. The yield is 0.920. The catalyst is CO.[Pd]. (5) The reactants are [NH2:1][CH2:2][CH2:3][CH2:4][C:5]1[CH:10]=[CH:9][N:8]=[CH:7][CH:6]=1.[C:11](N1C=CN=C1)(N1C=CN=C1)=[S:12].Cl.[C:24]12([CH2:34][CH2:35][NH:36][CH2:37][CH2:38][CH2:39][CH2:40][CH3:41])[CH2:33][CH:28]3[CH2:29][CH:30]([CH2:32][CH:26]([CH2:27]3)[CH2:25]1)[CH2:31]2.C(=O)([O-])O.[Na+]. The catalyst is O1CCCC1.C(OCC)(=O)C. The product is [C:24]12([CH2:34][CH2:35][N:36]([CH2:37][CH2:38][CH2:39][CH2:40][CH3:41])[C:11]([NH:1][CH2:2][CH2:3][CH2:4][C:5]3[CH:10]=[CH:9][N:8]=[CH:7][CH:6]=3)=[S:12])[CH2:31][CH:30]3[CH2:29][CH:28]([CH2:27][CH:26]([CH2:32]3)[CH2:25]1)[CH2:33]2. The yield is 0.240.